Dataset: Retrosynthesis with 50K atom-mapped reactions and 10 reaction types from USPTO. Task: Predict the reactants needed to synthesize the given product. (1) Given the product CCCCCCCCCCCCCCCCCCCCCCOCCCCCCCCCCCCOc1ccc(C(N)c2ccc(OCCCCCCCCCCCCOCCCCCCCCCCCCCCCCCCCCCC)cc2)cc1, predict the reactants needed to synthesize it. The reactants are: CCCCCCCCCCCCCCCCCCCCCCOCCCCCCCCCCCCOc1ccc(C(N=[N+]=[N-])c2ccc(OCCCCCCCCCCCCOCCCCCCCCCCCCCCCCCCCCCC)cc2)cc1. (2) Given the product O=C(NC1CC1)c1cccc(C2=CCN(Cc3cc(C(F)(F)F)no3)CC2)n1, predict the reactants needed to synthesize it. The reactants are: O=C(NC1CC1)c1cccc(C2=CCNCC2)n1.O=Cc1cc(C(F)(F)F)no1. (3) Given the product N#Cc1c(N2CCNCC2)c2cc(Cl)ccc2n(Cc2ccccc2)c1=O, predict the reactants needed to synthesize it. The reactants are: C1CNCCN1.N#Cc1c(Cl)c2cc(Cl)ccc2n(Cc2ccccc2)c1=O. (4) Given the product CN1CCN(C(=O)c2cc3nccc(Oc4ccc(N)cc4F)c3s2)CC1, predict the reactants needed to synthesize it. The reactants are: CN1CCN(C(=O)c2cc3nccc(Oc4ccc([N+](=O)[O-])cc4F)c3s2)CC1. (5) Given the product COC(=O)c1cc(SC)c2nc(Cl)nc(N3CCOCC3)c2n1, predict the reactants needed to synthesize it. The reactants are: COC(=O)c1cc(Cl)c2nc(Cl)nc(N3CCOCC3)c2n1.C[S-]. (6) The reactants are: N#CC(C#N)=C(Cl)c1ccccc1.O=C(C(=O)N1CCNCC1)c1c[nH]c2ccccc12. Given the product N#CC(C#N)=C(c1ccccc1)N1CCN(C(=O)C(=O)c2c[nH]c3ccccc23)CC1, predict the reactants needed to synthesize it. (7) Given the product C=C(OCC)c1c(C)c2cnc(Nc3ccc(N4CCN(C(=O)OC(C)(C)C)C(C)(C)C4)cn3)nc2n(C2CCCC2)c1=O, predict the reactants needed to synthesize it. The reactants are: C=C(OCC)[Sn](CCCC)(CCCC)CCCC.Cc1c(Br)c(=O)n(C2CCCC2)c2nc(Nc3ccc(N4CCN(C(=O)OC(C)(C)C)C(C)(C)C4)cn3)ncc12.